From a dataset of CYP1A2 inhibition data for predicting drug metabolism from PubChem BioAssay. Regression/Classification. Given a drug SMILES string, predict its absorption, distribution, metabolism, or excretion properties. Task type varies by dataset: regression for continuous measurements (e.g., permeability, clearance, half-life) or binary classification for categorical outcomes (e.g., BBB penetration, CYP inhibition). Dataset: cyp1a2_veith. (1) The result is 1 (inhibitor). The drug is C=CCOc1c(Br)cc(CNc2ccc(NC(=O)C(C)C)c(OC)c2)cc1OC. (2) The molecule is CCc1c2c(nc3ccc(OC)cc13)OC(CC)C2. The result is 1 (inhibitor).